This data is from Full USPTO retrosynthesis dataset with 1.9M reactions from patents (1976-2016). The task is: Predict the reactants needed to synthesize the given product. Given the product [F:1][C:2]([F:43])([F:42])[C:3]1[CH:4]=[C:5]([C:13]([CH3:41])([CH3:40])[C:14]([N:16]([C:18]2[C:19]([C:32]3[CH:37]=[CH:36][C:35]([F:38])=[CH:34][C:33]=3[CH3:39])=[CH:20][C:21]([N:24]3[CH2:29][CH2:28][CH:27]([CH2:30][S:45][CH3:44])[CH2:26][CH2:25]3)=[N:22][CH:23]=2)[CH3:17])=[O:15])[CH:6]=[C:7]([C:9]([F:12])([F:11])[F:10])[CH:8]=1, predict the reactants needed to synthesize it. The reactants are: [F:1][C:2]([F:43])([F:42])[C:3]1[CH:4]=[C:5]([C:13]([CH3:41])([CH3:40])[C:14]([N:16]([C:18]2[C:19]([C:32]3[CH:37]=[CH:36][C:35]([F:38])=[CH:34][C:33]=3[CH3:39])=[CH:20][C:21]([N:24]3[CH2:29][CH2:28][CH:27]([CH2:30]O)[CH2:26][CH2:25]3)=[N:22][CH:23]=2)[CH3:17])=[O:15])[CH:6]=[C:7]([C:9]([F:12])([F:11])[F:10])[CH:8]=1.[CH3:44][S:45](Cl)(=O)=O.C(N(CC)CC)C.